From a dataset of NCI-60 drug combinations with 297,098 pairs across 59 cell lines. Regression. Given two drug SMILES strings and cell line genomic features, predict the synergy score measuring deviation from expected non-interaction effect. (1) Drug 1: CC12CCC(CC1=CCC3C2CCC4(C3CC=C4C5=CN=CC=C5)C)O. Drug 2: CC1=C(C(=CC=C1)Cl)NC(=O)C2=CN=C(S2)NC3=CC(=NC(=N3)C)N4CCN(CC4)CCO. Cell line: NCI-H322M. Synergy scores: CSS=1.45, Synergy_ZIP=5.12, Synergy_Bliss=7.92, Synergy_Loewe=5.93, Synergy_HSA=6.98. (2) Drug 1: COC1=C(C=C2C(=C1)N=CN=C2NC3=CC(=C(C=C3)F)Cl)OCCCN4CCOCC4. Drug 2: CCCCC(=O)OCC(=O)C1(CC(C2=C(C1)C(=C3C(=C2O)C(=O)C4=C(C3=O)C=CC=C4OC)O)OC5CC(C(C(O5)C)O)NC(=O)C(F)(F)F)O. Cell line: U251. Synergy scores: CSS=12.8, Synergy_ZIP=-0.466, Synergy_Bliss=-4.91, Synergy_Loewe=-1.23, Synergy_HSA=-1.21. (3) Drug 1: CC1=C(C=C(C=C1)C(=O)NC2=CC(=CC(=C2)C(F)(F)F)N3C=C(N=C3)C)NC4=NC=CC(=N4)C5=CN=CC=C5. Drug 2: C1C(C(OC1N2C=NC(=NC2=O)N)CO)O. Cell line: SNB-75. Synergy scores: CSS=2.99, Synergy_ZIP=-0.651, Synergy_Bliss=-0.394, Synergy_Loewe=-0.0534, Synergy_HSA=-0.641. (4) Drug 1: CC1C(C(CC(O1)OC2CC(CC3=C2C(=C4C(=C3O)C(=O)C5=C(C4=O)C(=CC=C5)OC)O)(C(=O)CO)O)N)O.Cl. Drug 2: CC12CCC3C(C1CCC2=O)CC(=C)C4=CC(=O)C=CC34C. Cell line: UO-31. Synergy scores: CSS=13.3, Synergy_ZIP=2.73, Synergy_Bliss=4.66, Synergy_Loewe=10.4, Synergy_HSA=5.19. (5) Drug 1: C1CC(C1)(C(=O)O)C(=O)O.[NH2-].[NH2-].[Pt+2]. Drug 2: B(C(CC(C)C)NC(=O)C(CC1=CC=CC=C1)NC(=O)C2=NC=CN=C2)(O)O. Cell line: DU-145. Synergy scores: CSS=35.5, Synergy_ZIP=-0.629, Synergy_Bliss=3.34, Synergy_Loewe=-14.7, Synergy_HSA=1.27. (6) Drug 1: CC12CCC(CC1=CCC3C2CCC4(C3CC=C4C5=CN=CC=C5)C)O. Drug 2: C(CCl)NC(=O)N(CCCl)N=O. Cell line: SR. Synergy scores: CSS=77.2, Synergy_ZIP=-2.94, Synergy_Bliss=-0.343, Synergy_Loewe=0.336, Synergy_HSA=1.58.